Dataset: NCI-60 drug combinations with 297,098 pairs across 59 cell lines. Task: Regression. Given two drug SMILES strings and cell line genomic features, predict the synergy score measuring deviation from expected non-interaction effect. (1) Cell line: NCI/ADR-RES. Drug 1: C1=NC2=C(N=C(N=C2N1C3C(C(C(O3)CO)O)O)F)N. Drug 2: B(C(CC(C)C)NC(=O)C(CC1=CC=CC=C1)NC(=O)C2=NC=CN=C2)(O)O. Synergy scores: CSS=54.2, Synergy_ZIP=-9.29, Synergy_Bliss=-7.61, Synergy_Loewe=-6.83, Synergy_HSA=-6.48. (2) Drug 1: C1=CC(=CC=C1CCC2=CNC3=C2C(=O)NC(=N3)N)C(=O)NC(CCC(=O)O)C(=O)O. Drug 2: C1=CC(=CC=C1CC(C(=O)O)N)N(CCCl)CCCl.Cl. Cell line: HT29. Synergy scores: CSS=39.3, Synergy_ZIP=-1.70, Synergy_Bliss=-0.459, Synergy_Loewe=-9.52, Synergy_HSA=0.200. (3) Drug 1: CCC1=C2CN3C(=CC4=C(C3=O)COC(=O)C4(CC)O)C2=NC5=C1C=C(C=C5)O. Drug 2: C1C(C(OC1N2C=NC3=C2NC=NCC3O)CO)O. Cell line: OVCAR-8. Synergy scores: CSS=32.5, Synergy_ZIP=-9.71, Synergy_Bliss=-0.766, Synergy_Loewe=-64.3, Synergy_HSA=-1.45. (4) Drug 1: CC1=C(C=C(C=C1)NC2=NC=CC(=N2)N(C)C3=CC4=NN(C(=C4C=C3)C)C)S(=O)(=O)N.Cl. Drug 2: C1CCC(C1)C(CC#N)N2C=C(C=N2)C3=C4C=CNC4=NC=N3. Cell line: COLO 205. Synergy scores: CSS=-10.2, Synergy_ZIP=9.63, Synergy_Bliss=9.24, Synergy_Loewe=0.712, Synergy_HSA=-1.72. (5) Drug 1: C1=NC2=C(N1)C(=S)N=CN2. Drug 2: C(CCl)NC(=O)N(CCCl)N=O. Cell line: M14. Synergy scores: CSS=22.1, Synergy_ZIP=-3.72, Synergy_Bliss=-2.14, Synergy_Loewe=-28.2, Synergy_HSA=-0.628. (6) Drug 1: CNC(=O)C1=CC=CC=C1SC2=CC3=C(C=C2)C(=NN3)C=CC4=CC=CC=N4. Drug 2: C1C(C(OC1N2C=NC3=C(N=C(N=C32)Cl)N)CO)O. Cell line: K-562. Synergy scores: CSS=44.9, Synergy_ZIP=-1.98, Synergy_Bliss=-0.994, Synergy_Loewe=-6.25, Synergy_HSA=-0.535.